Dataset: Reaction yield outcomes from USPTO patents with 853,638 reactions. Task: Predict the reaction yield, written as a fraction of the theoretical maximum amount of product (1.0 means a 100% yield; for example, 0.34 means a 34% yield). The reactants are O[C:2]1[CH:7]=[CH:6][C:5]([CH3:8])=[CH:4][C:3]=1[NH:9][C:10]([C:12]1[N:13]=[C:14]2[N:18]([CH:19]=1)[N:17]=[C:16](OC)[S:15]2)=[O:11].[C:22](O)(C(F)(F)F)=O.CC(O)=O. No catalyst specified. The product is [CH3:8][C:5]1[CH:6]=[CH:7][C:2]2[O:11][C:10]([C:12]3[N:13]=[C:14]4[N:18]([CH:19]=3)[N:17]=[C:16]([CH3:22])[S:15]4)=[N:9][C:3]=2[CH:4]=1. The yield is 0.170.